This data is from Forward reaction prediction with 1.9M reactions from USPTO patents (1976-2016). The task is: Predict the product of the given reaction. (1) Given the reactants [NH:1]([C:30](OC(C)(C)C)=[O:31])[C@H:2]([C:18]([NH:20][C@H:21]([C:26]([O:28][CH3:29])=[O:27])[CH2:22][CH:23]([CH3:25])[CH3:24])=[O:19])[CH2:3][C:4]1[CH:9]=[CH:8][C:7]([O:10][CH2:11][C:12]2[CH:17]=[CH:16][CH:15]=[CH:14][CH:13]=2)=[CH:6][CH:5]=1.C(O)(C(F)(F)F)=O.[C:44](O)(=O)[CH2:45][CH2:46][CH2:47][CH2:48][CH2:49][CH2:50]C.F[P-](F)(F)(F)(F)F.N1(O[P+](N(C)C)(N(C)C)N(C)C)C2C=CC=CC=2N=N1.C(N(C(C)C)CC)(C)C, predict the reaction product. The product is: [NH:1]([C:30]([CH2:44][CH2:45][CH2:46][CH2:47][CH2:48][CH2:49][CH3:50])=[O:31])[C@H:2]([C:18]([NH:20][C@H:21]([C:26]([O:28][CH3:29])=[O:27])[CH2:22][CH:23]([CH3:25])[CH3:24])=[O:19])[CH2:3][C:4]1[CH:9]=[CH:8][C:7]([O:10][CH2:11][C:12]2[CH:17]=[CH:16][CH:15]=[CH:14][CH:13]=2)=[CH:6][CH:5]=1. (2) The product is: [CH3:27][C:28]([CH3:34])([CH3:33])[CH2:29][C:30]([NH:23][C:22]1[CH:24]=[CH:25][CH:26]=[C:20]([CH2:19][CH2:18][N:15]2[CH2:14][CH2:13][N:12]([C:8]3[CH:7]=[CH:6][CH:5]=[C:4]4[C:9]=3[CH:10]=[CH:11][C:2]([CH3:1])=[N:3]4)[CH2:17][CH2:16]2)[CH:21]=1)=[O:31]. Given the reactants [CH3:1][C:2]1[CH:11]=[CH:10][C:9]2[C:4](=[CH:5][CH:6]=[CH:7][C:8]=2[N:12]2[CH2:17][CH2:16][N:15]([CH2:18][CH2:19][C:20]3[CH:21]=[C:22]([CH:24]=[CH:25][CH:26]=3)[NH2:23])[CH2:14][CH2:13]2)[N:3]=1.[CH3:27][C:28]([CH3:34])([CH3:33])[CH2:29][C:30](Cl)=[O:31], predict the reaction product.